Dataset: Catalyst prediction with 721,799 reactions and 888 catalyst types from USPTO. Task: Predict which catalyst facilitates the given reaction. (1) Reactant: C[O-].[Na+].[C:4]([C:6]1[CH:11]=[CH:10][CH:9]=[CH:8][C:7]=1[C:12]1[CH:17]=[CH:16][C:15]([CH2:18][N:19]2[C:23]3[C:24]([C:28]([O:30][CH2:31]C)=[O:29])=[CH:25][CH:26]=[CH:27][C:22]=3[N:21]=[C:20]2[O:33][CH3:34])=[CH:14][CH:13]=1)#[N:5]. Product: [C:4]([C:6]1[CH:11]=[CH:10][CH:9]=[CH:8][C:7]=1[C:12]1[CH:13]=[CH:14][C:15]([CH2:18][N:19]2[C:23]3[C:24]([C:28]([O:30][CH3:31])=[O:29])=[CH:25][CH:26]=[CH:27][C:22]=3[N:21]=[C:20]2[O:33][CH3:34])=[CH:16][CH:17]=1)#[N:5]. The catalyst class is: 5. (2) Reactant: [CH3:1][C:2]1[CH:7]=[C:6]([CH3:8])[CH:5]=[CH:4][C:3]=1[C:9](=[O:15])/[CH:10]=[CH:11]/[C:12]([OH:14])=[O:13].[CH2:16]([N:19]1[C:27]2[C:22](=[CH:23][CH:24]=[CH:25][CH:26]=2)[CH:21]=[CH:20]1)[CH2:17][CH3:18]. Product: [CH3:1][C:2]1[CH:7]=[C:6]([CH3:8])[CH:5]=[CH:4][C:3]=1[C:9](=[O:15])[CH2:10][CH:11]([C:21]1[C:22]2[C:27](=[CH:26][CH:25]=[CH:24][CH:23]=2)[N:19]([CH2:16][CH2:17][CH3:18])[CH:20]=1)[C:12]([OH:14])=[O:13]. The catalyst class is: 48. (3) Reactant: [CH3:1][CH:2]([CH3:30])[CH2:3][C@H:4]([NH:18][C:19](=[O:29])[CH2:20][NH:21]C(=O)OC(C)(C)C)[B:5]1[O:9][C@@H:8]2[CH2:10][C@@H:11]3[CH2:14][C@H:13]([C@:7]2([CH3:17])[O:6]1)[C:12]3([CH3:16])[CH3:15].Cl. Product: [NH2:21][CH2:20][C:19]([NH:18][C@H:4]([B:5]1[O:9][C@@H:8]2[CH2:10][C@@H:11]3[CH2:14][C@H:13]([C@:7]2([CH3:17])[O:6]1)[C:12]3([CH3:15])[CH3:16])[CH2:3][CH:2]([CH3:30])[CH3:1])=[O:29]. The catalyst class is: 135.